Dataset: Catalyst prediction with 721,799 reactions and 888 catalyst types from USPTO. Task: Predict which catalyst facilitates the given reaction. Product: [CH2:1]([C:5]1[CH:6]=[CH:7][C:8]([C:11]#[C:12][C:13]2[CH:44]=[CH:43][C:16]([CH2:17][N:18]([CH2:30][C:31]3[CH:42]=[CH:41][C:34]([O:35][CH2:36][C:37]([OH:39])=[O:38])=[CH:33][CH:32]=3)[C:19]([NH:21][C:22]3[CH:27]=[CH:26][C:25]([C:28]#[N:29])=[CH:24][CH:23]=3)=[O:20])=[CH:15][CH:14]=2)=[CH:9][CH:10]=1)[CH2:2][CH2:3][CH3:4]. The catalyst class is: 92. Reactant: [CH2:1]([C:5]1[CH:10]=[CH:9][C:8]([C:11]#[C:12][C:13]2[CH:44]=[CH:43][C:16]([CH2:17][N:18]([CH2:30][C:31]3[CH:42]=[CH:41][C:34]([O:35][CH2:36][C:37]([O:39]C)=[O:38])=[CH:33][CH:32]=3)[C:19]([NH:21][C:22]3[CH:27]=[CH:26][C:25]([C:28]#[N:29])=[CH:24][CH:23]=3)=[O:20])=[CH:15][CH:14]=2)=[CH:7][CH:6]=1)[CH2:2][CH2:3][CH3:4].[OH-].[Na+].Cl.